From a dataset of Forward reaction prediction with 1.9M reactions from USPTO patents (1976-2016). Predict the product of the given reaction. (1) Given the reactants [C:1]([O:5][C:6](=[O:21])[NH:7][CH:8]([CH:15]1[CH2:20][CH2:19][CH2:18][CH2:17][CH2:16]1)[C:9](=[O:14])N(OC)C)([CH3:4])([CH3:3])[CH3:2].[H-].[H-].[H-].[H-].[Li+].[Al+3], predict the reaction product. The product is: [C:1]([O:5][C:6](=[O:21])[NH:7][CH:8]([CH:15]1[CH2:16][CH2:17][CH2:18][CH2:19][CH2:20]1)[CH:9]=[O:14])([CH3:4])([CH3:2])[CH3:3]. (2) Given the reactants [NH:1]1[C:9]2[C:4](=[C:5]([N:10]3[CH2:15][CH2:14][N:13]([CH2:16][C@H:17]([NH:25][CH3:26])[CH2:18][C:19]4[CH:24]=[CH:23][CH:22]=[CH:21][N:20]=4)[CH2:12][CH2:11]3)[CH:6]=[CH:7][CH:8]=2)[CH:3]=[CH:2]1.C(=O)([O-])[O-].[K+].[K+].[CH3:33][C:34]1([C:40](Cl)=[O:41])[CH2:39][CH2:38][CH2:37][CH2:36][CH2:35]1, predict the reaction product. The product is: [NH:1]1[C:9]2[C:4](=[C:5]([N:10]3[CH2:15][CH2:14][N:13]([CH2:16][C@H:17]([N:25]([CH3:26])[C:40]([C:34]4([CH3:33])[CH2:39][CH2:38][CH2:37][CH2:36][CH2:35]4)=[O:41])[CH2:18][C:19]4[CH:24]=[CH:23][CH:22]=[CH:21][N:20]=4)[CH2:12][CH2:11]3)[CH:6]=[CH:7][CH:8]=2)[CH:3]=[CH:2]1. (3) Given the reactants [CH3:1][N:2]([CH3:21])[CH2:3][CH2:4][CH2:5][O:6][C:7]([N:9]1[C:15]2[CH:16]=[CH:17][C:18]([NH2:20])=[CH:19][C:14]=2[O:13][CH2:12][CH2:11][CH2:10]1)=[O:8].[CH2:22]([NH:25][C:26]([C:28]1[S:29][CH:30]=[CH:31][C:32]=1[NH:33][C:34]1[C:39]([Cl:40])=[CH:38][N:37]=[C:36](Cl)[N:35]=1)=[O:27])[C:23]#[CH:24], predict the reaction product. The product is: [CH3:21][N:2]([CH3:1])[CH2:3][CH2:4][CH2:5][O:6][C:7]([N:9]1[C:15]2[CH:16]=[CH:17][C:18]([NH:20][C:36]3[N:35]=[C:34]([NH:33][C:32]4[CH:31]=[CH:30][S:29][C:28]=4[C:26](=[O:27])[NH:25][CH2:22][C:23]#[CH:24])[C:39]([Cl:40])=[CH:38][N:37]=3)=[CH:19][C:14]=2[O:13][CH2:12][CH2:11][CH2:10]1)=[O:8]. (4) Given the reactants [CH3:1][C:2]1[CH:3]=[CH:4][C:5](S(O)(=O)=O)=[CH:6][CH:7]=1.O.[CH2:13]([NH:20][C:21]1[C:22]([NH2:28])=[CH:23][C:24]([Br:27])=[CH:25][CH:26]=1)[C:14]1[CH:19]=[CH:18][CH:17]=[CH:16][CH:15]=1.COC(OC)(OC)C1C=CC=CC=1, predict the reaction product. The product is: [CH2:1]([N:20]1[C:21]2[CH:26]=[CH:25][C:24]([Br:27])=[CH:23][C:22]=2[N:28]=[C:13]1[C:14]1[CH:15]=[CH:16][CH:17]=[CH:18][CH:19]=1)[C:2]1[CH:3]=[CH:4][CH:5]=[CH:6][CH:7]=1. (5) Given the reactants O[CH2:2][CH2:3][CH:4]1[O:9][CH2:8][CH2:7][N:6]([C:10]([O:12][C:13]([CH3:16])([CH3:15])[CH3:14])=[O:11])[CH2:5]1.N1C=CN=C1.[Br:22]C(Br)(Br)Br.C1(P(C2C=CC=CC=2)C2C=CC=CC=2)C=CC=CC=1, predict the reaction product. The product is: [Br:22][CH2:2][CH2:3][CH:4]1[O:9][CH2:8][CH2:7][N:6]([C:10]([O:12][C:13]([CH3:16])([CH3:15])[CH3:14])=[O:11])[CH2:5]1. (6) Given the reactants Cl[C:2]1[C:15]2[C:6](=[C:7]3[C:12](=[CH:13][C:14]=2[CH3:16])[CH:11]=[CH:10][CH:9]=[N:8]3)[N:5]=[C:4]([CH2:17][OH:18])[CH:3]=1.[CH3:19][S-:20].[Na+].O, predict the reaction product. The product is: [CH3:16][C:14]1[CH:13]=[C:12]2[C:7]([N:8]=[CH:9][CH:10]=[CH:11]2)=[C:6]2[C:15]=1[C:2]([S:20][CH3:19])=[CH:3][C:4]([CH2:17][OH:18])=[N:5]2. (7) Given the reactants [Cl:1][C:2]1[CH:3]=[C:4]([CH:28]=[CH:29][CH:30]=1)[C:5]([NH:7][C:8]1[CH:13]=[CH:12][C:11]([C@H:14]2[CH2:20][N:19](C(OC(C)(C)C)=O)[CH2:18][CH2:17][CH2:16][O:15]2)=[CH:10][CH:9]=1)=[O:6].Cl, predict the reaction product. The product is: [ClH:1].[O:15]1[CH2:16][CH2:17][CH2:18][NH:19][CH2:20][C@@H:14]1[C:11]1[CH:10]=[CH:9][C:8]([NH:7][C:5](=[O:6])[C:4]2[CH:28]=[CH:29][CH:30]=[C:2]([Cl:1])[CH:3]=2)=[CH:13][CH:12]=1. (8) Given the reactants Cl.[NH2:2][CH:3]1[CH2:7][CH2:6][N:5]([C:8]2[N:9]=[C:10]([NH:17][C:18]3[CH:23]=[CH:22][C:21]([O:24][CH3:25])=[C:20]([O:26][CH3:27])[N:19]=3)[C:11]3[N:16]=[CH:15][S:14][C:12]=3[N:13]=2)[CH2:4]1.[CH3:28][O:29][C:30]([C:32]1[CH:40]=[CH:39][C:35]([C:36](O)=[O:37])=[CH:34][CH:33]=1)=[O:31].CN(C(ON1N=NC2C=CC=NC1=2)=[N+](C)C)C.F[P-](F)(F)(F)(F)F.CCN(C(C)C)C(C)C.CCN=C=NCCCN(C)C, predict the reaction product. The product is: [CH3:25][O:24][C:21]1[CH:22]=[CH:23][C:18]([NH:17][C:10]2[C:11]3[N:16]=[CH:15][S:14][C:12]=3[N:13]=[C:8]([N:5]3[CH2:6][CH2:7][CH:3]([NH:2][C:36]([C:35]4[CH:39]=[CH:40][C:32]([C:30]([O:29][CH3:28])=[O:31])=[CH:33][CH:34]=4)=[O:37])[CH2:4]3)[N:9]=2)=[N:19][C:20]=1[O:26][CH3:27].